Task: Regression. Given a peptide amino acid sequence and an MHC pseudo amino acid sequence, predict their binding affinity value. This is MHC class I binding data.. Dataset: Peptide-MHC class I binding affinity with 185,985 pairs from IEDB/IMGT The peptide sequence is VQMMIMIKFM. The MHC is HLA-A02:02 with pseudo-sequence HLA-A02:02. The binding affinity (normalized) is 0.161.